This data is from Catalyst prediction with 721,799 reactions and 888 catalyst types from USPTO. The task is: Predict which catalyst facilitates the given reaction. (1) Reactant: [OH:1][C:2]1[C:3]([C:8]([O:10][CH3:11])=[O:9])=[N:4][CH:5]=[CH:6][CH:7]=1.[Br:12]Br.CCOCC. Product: [Br:12][C:5]1[N:4]=[C:3]([C:8]([O:10][CH3:11])=[O:9])[C:2]([OH:1])=[CH:7][CH:6]=1. The catalyst class is: 6. (2) The catalyst class is: 5. Reactant: [Br:1][C:2]1[CH:7]=[CH:6][N:5]2[N:8]=[CH:9][CH:10]=[C:4]2[CH:3]=1.[I:11]N1C(=O)CCC1=O. Product: [Br:1][C:2]1[CH:7]=[CH:6][N:5]2[N:8]=[CH:9][C:10]([I:11])=[C:4]2[CH:3]=1. (3) Reactant: [H-].[Na+].[OH:3][CH2:4][CH:5]1[CH2:10][CH2:9][NH:8][CH2:7][CH2:6]1.[Cl:11][C:12]1[CH:17]=[C:16]([NH:18][C:19]2[C:28]3[C:23](=[CH:24][CH:25]=[CH:26][C:27]=3F)[N:22]=[CH:21][N:20]=2)[CH:15]=[CH:14][C:13]=1[OH:30].[Cl-].[NH4+]. Product: [Cl:11][C:12]1[CH:17]=[C:16]([NH:18][C:19]2[C:28]3[C:23](=[CH:24][CH:25]=[CH:26][C:27]=3[O:3][CH2:4][CH:5]3[CH2:10][CH2:9][NH:8][CH2:7][CH2:6]3)[N:22]=[CH:21][N:20]=2)[CH:15]=[CH:14][C:13]=1[OH:30]. The catalyst class is: 44. (4) Reactant: [C:1]([O:4][CH:5]([CH2:9][CH:10]=[C:11]([CH3:19])[CH2:12][CH2:13][CH2:14][CH:15]([CH3:18])[CH2:16][OH:17])[C:6](=[O:8])[CH3:7])(=[O:3])[CH3:2].C(N(CC)CC)C.[CH3:27][C:28]([Si:31](Cl)([CH3:33])[CH3:32])([CH3:30])[CH3:29].CO. Product: [C:1]([O:4][CH:5]([CH2:9][CH:10]=[C:11]([CH3:19])[CH2:12][CH2:13][CH2:14][C@H:15]([CH3:18])[CH2:16][O:17][Si:31]([C:28]([CH3:30])([CH3:29])[CH3:27])([CH3:33])[CH3:32])[C:6](=[O:8])[CH3:7])(=[O:3])[CH3:2]. The catalyst class is: 64. (5) Reactant: [CH:1]([C:4]1[CH:9]=[CH:8][C:7]([NH2:10])=[CH:6][CH:5]=1)([CH3:3])[CH3:2].N1C=CC=CC=1.[C:17](O[C:17]([C:19]([F:22])([F:21])[F:20])=[O:18])([C:19]([F:22])([F:21])[F:20])=[O:18]. Product: [F:20][C:19]([F:22])([F:21])[C:17]([NH:10][C:7]1[CH:8]=[CH:9][C:4]([CH:1]([CH3:3])[CH3:2])=[CH:5][CH:6]=1)=[O:18]. The catalyst class is: 2. (6) The catalyst class is: 209. Product: [CH3:33][O:32][C:28]1[CH:27]=[C:26]([CH:31]=[CH:30][N:29]=1)[C:24]([NH:23][C:20]1[S:21][C:22]2[C:14]([CH:11]3[CH2:10][CH2:9][NH:8][CH2:13][CH2:12]3)=[CH:15][CH:16]=[C:17]([O:34][CH3:35])[C:18]=2[N:19]=1)=[O:25]. Reactant: C(OC([N:8]1[CH2:13][CH2:12][CH:11]([C:14]2[C:22]3[S:21][C:20]([NH:23][C:24]([C:26]4[CH:31]=[CH:30][N:29]=[C:28]([O:32][CH3:33])[CH:27]=4)=[O:25])=[N:19][C:18]=3[C:17]([O:34][CH3:35])=[CH:16][CH:15]=2)[CH2:10][CH2:9]1)=O)(C)(C)C.